From a dataset of Full USPTO retrosynthesis dataset with 1.9M reactions from patents (1976-2016). Predict the reactants needed to synthesize the given product. (1) The reactants are: [C:1]([O:5][C:6]([N:8]1[CH2:13][CH2:12][CH:11]([N:14]2[CH:18]=[C:17]([C:19]3[CH:20]=[N:21][C:22]([NH2:34])=[C:23](B4OC(C)(C)C(C)(C)O4)[CH:24]=3)[CH:16]=[N:15]2)[CH2:10][CH2:9]1)=[O:7])([CH3:4])([CH3:3])[CH3:2].[F:35][C:36]1[CH:45]=[CH:44][C:43]([F:46])=[C:42]2[C:37]=1[CH2:38][CH2:39][NH:40][CH2:41]2.N1C=CC=CC=1. Given the product [C:1]([O:5][C:6]([N:8]1[CH2:9][CH2:10][CH:11]([N:14]2[CH:18]=[C:17]([C:19]3[CH:20]=[N:21][C:22]([NH2:34])=[C:23]([N:40]4[CH2:39][CH2:38][C:37]5[C:42](=[C:43]([F:46])[CH:44]=[CH:45][C:36]=5[F:35])[CH2:41]4)[CH:24]=3)[CH:16]=[N:15]2)[CH2:12][CH2:13]1)=[O:7])([CH3:4])([CH3:2])[CH3:3], predict the reactants needed to synthesize it. (2) Given the product [Br:9][C:10]1[CH:11]=[N:12][CH:13]=[C:14]([Br:17])[C:15]=1[CH2:16][CH2:19][C:20]([O:22][CH2:23][CH3:24])=[O:21], predict the reactants needed to synthesize it. The reactants are: [Li+].CC([N-]C(C)C)C.[Br:9][C:10]1[CH:11]=[N:12][CH:13]=[C:14]([Br:17])[C:15]=1[CH3:16].Br[CH2:19][C:20]([O:22][CH2:23][CH3:24])=[O:21].CC(O)=O. (3) Given the product [CH:1]1([C:4]2[O:8][N:7]=[C:6]([C:9]3[C:10]([Cl:16])=[CH:11][N:12]=[CH:13][C:14]=3[Cl:15])[C:5]=2[CH2:17][OH:18])[CH2:3][CH2:2]1, predict the reactants needed to synthesize it. The reactants are: [CH:1]1([C:4]2[O:8][N:7]=[C:6]([C:9]3[C:14]([Cl:15])=[CH:13][N:12]=[CH:11][C:10]=3[Cl:16])[C:5]=2[C:17](O)=[O:18])[CH2:3][CH2:2]1.C(N(CC)CC)C.ClC(OC(C)C)=O.[BH4-].[Na+]. (4) Given the product [F:21][C:22]1[CH:23]=[CH:24][C:25]([C:26]([CH:28]2[CH2:33][CH2:32][N:31]([CH2:2][CH2:3][CH2:4][N:5]3[CH2:11][CH2:10][C:9](=[N:12][OH:13])[C:8]4[N:14]([CH3:17])[CH:15]=[CH:16][C:7]=4[S:6]3(=[O:19])=[O:18])[CH2:30][CH2:29]2)=[O:27])=[CH:34][CH:35]=1, predict the reactants needed to synthesize it. The reactants are: Cl[CH2:2][CH2:3][CH2:4][N:5]1[CH2:11][CH2:10][C:9](=[N:12][OH:13])[C:8]2[N:14]([CH3:17])[CH:15]=[CH:16][C:7]=2[S:6]1(=[O:19])=[O:18].Cl.[F:21][C:22]1[CH:35]=[CH:34][C:25]([C:26]([CH:28]2[CH2:33][CH2:32][NH:31][CH2:30][CH2:29]2)=[O:27])=[CH:24][CH:23]=1.C(=O)([O-])O.[Na+].[I-].[Na+]. (5) The reactants are: [CH3:1][O:2][C:3]1[CH:8]=[CH:7][C:6]([O:9][CH3:10])=[CH:5][C:4]=1[CH:11]([CH3:16])[C:12](OC)=[O:13].[H-].[Al+3].[Li+].[H-].[H-].[H-].O.Cl. Given the product [CH3:1][O:2][C:3]1[CH:8]=[CH:7][C:6]([O:9][CH3:10])=[CH:5][C:4]=1[CH:11]([CH3:16])[CH2:12][OH:13], predict the reactants needed to synthesize it.